Task: Predict the reaction yield, written as a fraction of the theoretical maximum amount of product (1.0 means a 100% yield; for example, 0.34 means a 34% yield).. Dataset: Reaction yield outcomes from USPTO patents with 853,638 reactions (1) The reactants are C[N:2](C)[CH:3]=[CH:4][C:5]([C:7]1[C:12](=[O:13])[CH:11]=[CH:10][N:9]([C:14]2[CH:19]=[CH:18][CH:17]=[C:16]([C:20]([F:23])([F:22])[F:21])[CH:15]=2)[N:8]=1)=O.Cl.Cl.[CH2:27]([NH:34]N)[C:28]1[CH:33]=[CH:32][CH:31]=[CH:30][CH:29]=1.CCN(CC)CC.Cl. The catalyst is CO. The product is [CH2:27]([N:34]1[C:5]([C:7]2[C:12](=[O:13])[CH:11]=[CH:10][N:9]([C:14]3[CH:19]=[CH:18][CH:17]=[C:16]([C:20]([F:23])([F:22])[F:21])[CH:15]=3)[N:8]=2)=[CH:4][CH:3]=[N:2]1)[C:28]1[CH:33]=[CH:32][CH:31]=[CH:30][CH:29]=1. The yield is 0.470. (2) The reactants are Br[C:2]1[C:10]2[O:9][CH2:8][CH:7]([C:11]3[CH:16]=[CH:15][C:14]([CH:17]([CH3:19])[CH3:18])=[CH:13][CH:12]=3)[C:6]=2[C:5]([CH3:20])=[C:4]([NH:21][C:22](=[O:28])[CH2:23][C:24]([CH3:27])([CH3:26])[CH3:25])[C:3]=1[CH3:29].[N:30]1[CH:35]=[CH:34][CH:33]=[C:32](B(O)O)[CH:31]=1. The yield is 0.320. The product is [CH:17]([C:14]1[CH:13]=[CH:12][C:11]([CH:7]2[C:6]3[C:5]([CH3:20])=[C:4]([NH:21][C:22](=[O:28])[CH2:23][C:24]([CH3:27])([CH3:26])[CH3:25])[C:3]([CH3:29])=[C:2]([C:32]4[CH:31]=[N:30][CH:35]=[CH:34][CH:33]=4)[C:10]=3[O:9][CH2:8]2)=[CH:16][CH:15]=1)([CH3:19])[CH3:18]. No catalyst specified. (3) The product is [Br:1][C:2]1[CH:10]=[CH:9][CH:8]=[C:7]2[C:3]=1[C:4]([C:17]1[C:25]([OH:26])=[CH:24][C:20]3[O:21][CH2:22][O:23][C:19]=3[CH:18]=1)([CH2:39][OH:40])[C:5](=[O:16])[N:6]2[CH2:11][CH2:12][CH2:13][CH2:14][CH3:15]. The catalyst is ClCCl. The reactants are [Br:1][C:2]1[CH:10]=[CH:9][CH:8]=[C:7]2[C:3]=1[CH:4]([C:17]1[C:25]([OH:26])=[CH:24][C:20]3[O:21][CH2:22][O:23][C:19]=3[CH:18]=1)[C:5](=[O:16])[N:6]2[CH2:11][CH2:12][CH2:13][CH2:14][CH3:15].C(N(CC)CC)C.Cl[Si](C)(C)C.[CH2:39]=[O:40].FC(F)(F)S([O-])(=O)=O.[Yb+3].FC(F)(F)S([O-])(=O)=O.FC(F)(F)S([O-])(=O)=O. The yield is 0.790. (4) The reactants are [Cl:1][C:2]1[CH:3]=[C:4]([C:8]2[C:13]([O:14][CH3:15])=[CH:12][CH:11]=[C:10]([CH2:16][C:17]3[CH:18]=[CH:19][C:20](F)=[N:21][CH:22]=3)[C:9]=2[F:24])[CH:5]=[CH:6][CH:7]=1.[NH:25]1[CH2:29][CH2:28][CH2:27][CH2:26]1.N12CCCN=C1CCCCC2. The catalyst is ClCCl. The product is [Cl:1][C:2]1[CH:3]=[C:4]([C:8]2[C:13]([O:14][CH3:15])=[CH:12][CH:11]=[C:10]([CH2:16][C:17]3[CH:18]=[CH:19][C:20]([N:25]4[CH2:29][CH2:28][CH2:27][CH2:26]4)=[N:21][CH:22]=3)[C:9]=2[F:24])[CH:5]=[CH:6][CH:7]=1. The yield is 0.690. (5) The reactants are [NH:1]1[C:10]2[C:5](=[CH:6][CH:7]=[CH:8][CH:9]=2)[N:4]=[CH:3][C:2]1=[O:11].[Br:12]Br. The catalyst is CC(O)=O. The product is [Br:12][C:8]1[CH:9]=[C:10]2[C:5]([N:4]=[CH:3][C:2](=[O:11])[NH:1]2)=[CH:6][CH:7]=1. The yield is 0.880.